Task: Regression. Given a peptide amino acid sequence and an MHC pseudo amino acid sequence, predict their binding affinity value. This is MHC class I binding data.. Dataset: Peptide-MHC class I binding affinity with 185,985 pairs from IEDB/IMGT (1) The peptide sequence is RTIISLNKY. The MHC is Mamu-A01 with pseudo-sequence Mamu-A01. The binding affinity (normalized) is 0.116. (2) The peptide sequence is FRAAVRAHF. The MHC is HLA-B27:05 with pseudo-sequence HLA-B27:05. The binding affinity (normalized) is 0.759. (3) The MHC is HLA-A02:03 with pseudo-sequence HLA-A02:03. The peptide sequence is YPLHEQYGM. The binding affinity (normalized) is 0. (4) The peptide sequence is VEITPYKPTW. The MHC is HLA-A23:01 with pseudo-sequence HLA-A23:01. The binding affinity (normalized) is 0.540. (5) The peptide sequence is EYYHTLDESF. The binding affinity (normalized) is 0.199. The MHC is Patr-A0901 with pseudo-sequence Patr-A0901. (6) The peptide sequence is ETDVMTRGQ. The MHC is HLA-A03:01 with pseudo-sequence HLA-A03:01. The binding affinity (normalized) is 0.0847.